The task is: Predict which catalyst facilitates the given reaction.. This data is from Catalyst prediction with 721,799 reactions and 888 catalyst types from USPTO. (1) Reactant: [NH2:1][C:2]1[CH:10]=[CH:9][C:8]([Br:11])=[CH:7][C:3]=1[C:4]([OH:6])=[O:5].[C:12](Cl)(=[O:21])[CH2:13][CH2:14][C:15]1[CH:20]=[CH:19][CH:18]=[CH:17][CH:16]=1. Product: [Br:11][C:8]1[CH:9]=[CH:10][C:2]([NH:1][C:12](=[O:21])[CH2:13][CH2:14][C:15]2[CH:20]=[CH:19][CH:18]=[CH:17][CH:16]=2)=[C:3]([CH:7]=1)[C:4]([OH:6])=[O:5]. The catalyst class is: 28. (2) Reactant: C([N:9]1[CH2:14][CH2:13][CH:12]([C:15]2[O:19][C:18]([CH2:20][C:21]3[CH:26]=[CH:25][CH:24]=[CH:23][CH:22]=3)=[N:17][CH:16]=2)[CH2:11][CH2:10]1)(=O)C1C=CC=CC=1.[OH-].[K+]. Product: [CH2:20]([C:18]1[O:19][C:15]([CH:12]2[CH2:13][CH2:14][NH:9][CH2:10][CH2:11]2)=[CH:16][N:17]=1)[C:21]1[CH:22]=[CH:23][CH:24]=[CH:25][CH:26]=1. The catalyst class is: 24. (3) Reactant: [NH2:1][C:2]1[N:7]=[C:6]([NH:8][CH2:9][CH2:10][CH2:11][N:12]([CH3:14])[CH3:13])[CH:5]=[C:4]([CH3:15])[CH:3]=1.[Cl:16][C:17]1[CH:18]=[C:19]([N:24]=[C:25]=[S:26])[CH:20]=[CH:21][C:22]=1[Cl:23]. Product: [Cl:16][C:17]1[CH:18]=[C:19]([NH:24][C:25](=[S:26])[NH:1][C:2]2[N:7]=[C:6]([NH:8][CH2:9][CH2:10][CH2:11][N:12]([CH3:13])[CH3:14])[CH:5]=[C:4]([CH3:15])[CH:3]=2)[CH:20]=[CH:21][C:22]=1[Cl:23]. The catalyst class is: 440. (4) Reactant: CS[C:3]1[N:8]=[C:7]([C:9]2[CH:10]=[N:11][CH:12]=[CH:13][CH:14]=2)[CH:6]=[CH:5][N:4]=1.O[O:16][S:17]([O-:19])=O.[K+].[C:21]([O-])(O)=O.[Na+]. Product: [CH3:21][S:17]([C:3]1[N:8]=[C:7]([C:9]2[CH:10]=[N:11][CH:12]=[CH:13][CH:14]=2)[CH:6]=[CH:5][N:4]=1)(=[O:19])=[O:16]. The catalyst class is: 5. (5) Reactant: CCCC[N+](CCCC)(CCCC)CCCC.[F-].[CH2:19]([C@:22]1([CH2:65][O:66][CH2:67][CH2:68][Si:69]([CH3:72])([CH3:71])[CH3:70])[CH2:27][C@H:26]([C:28]2[CH:33]=[CH:32][CH:31]=[C:30]([Cl:34])[CH:29]=2)[C@@H:25]([C:35]2[CH:40]=[CH:39][C:38]([Cl:41])=[CH:37][CH:36]=2)[N:24]([C@@H:42]([CH2:62][CH3:63])[CH2:43][O:44][Si](C(C)(C)C)(C2C=CC=CC=2)C2C=CC=CC=2)[C:23]1=[O:64])[CH:20]=[CH2:21]. Product: [CH2:19]([C@@:22]1([CH2:65][O:66][CH2:67][CH2:68][Si:69]([CH3:72])([CH3:71])[CH3:70])[CH2:27][C@H:26]([C:28]2[CH:33]=[CH:32][CH:31]=[C:30]([Cl:34])[CH:29]=2)[C@@H:25]([C:35]2[CH:36]=[CH:37][C:38]([Cl:41])=[CH:39][CH:40]=2)[N:24]([C@@H:42]([CH2:62][CH3:63])[CH2:43][OH:44])[C:23]1=[O:64])[CH:20]=[CH2:21]. The catalyst class is: 49. (6) Reactant: [CH:1]1([C:4]([N:6]2[CH2:10][CH2:9][C@@H:8]([CH2:11][N:12]3[C:16]4[CH:17]=[CH:18][C:19]([C:21]([F:24])([F:23])[F:22])=[CH:20][C:15]=4[N:14]=[C:13]3[C:25]3[CH:30]=[CH:29][C:28](B4OC(C)(C)C(C)(C)O4)=[CH:27][CH:26]=3)[CH2:7]2)=[O:5])[CH2:3][CH2:2]1.Br[C:41]1[CH:49]=[CH:48][C:44]2[NH:45][CH:46]=[N:47][C:43]=2[CH:42]=1.C(=O)([O-])[O-].[K+].[K+]. Product: [NH:45]1[C:44]2[CH:48]=[CH:49][C:41]([C:28]3[CH:27]=[CH:26][C:25]([C:13]4[N:12]([CH2:11][C@@H:8]5[CH2:9][CH2:10][N:6]([C:4]([CH:1]6[CH2:2][CH2:3]6)=[O:5])[CH2:7]5)[C:16]5[CH:17]=[CH:18][C:19]([C:21]([F:22])([F:24])[F:23])=[CH:20][C:15]=5[N:14]=4)=[CH:30][CH:29]=3)=[CH:42][C:43]=2[N:47]=[CH:46]1. The catalyst class is: 368. (7) Reactant: [Br:1][C:2]1[CH:3]=[C:4]([CH2:8][C:9]([OH:11])=O)[CH:5]=[CH:6][CH:7]=1.C(Cl)(=O)C([Cl:15])=O. Product: [Br:1][C:2]1[CH:3]=[C:4]([CH2:8][C:9]([Cl:15])=[O:11])[CH:5]=[CH:6][CH:7]=1. The catalyst class is: 198. (8) Reactant: [Cl:1][C:2]1[C:11]2[C:6](=[CH:7][C:8]([O:14][CH2:15][CH2:16][N:17]3[CH:21]=[N:20][CH:19]=[N:18]3)=[C:9]([O:12][CH3:13])[CH:10]=2)[N:5]=[CH:4][N:3]=1.[Br:22][C:23]1[CH:29]=[CH:28][C:26]([NH2:27])=[C:25]([F:30])[CH:24]=1.C(O)(C)C. Product: [ClH:1].[Br:22][C:23]1[CH:29]=[CH:28][C:26]([NH:27][C:2]2[C:11]3[C:6](=[CH:7][C:8]([O:14][CH2:15][CH2:16][N:17]4[CH:21]=[N:20][CH:19]=[N:18]4)=[C:9]([O:12][CH3:13])[CH:10]=3)[N:5]=[CH:4][N:3]=2)=[C:25]([F:30])[CH:24]=1. The catalyst class is: 33. (9) Reactant: [Br:1][C:2]1[CH:10]=[C:9]2[C:5]([C:6]([C:11]([O:13][CH2:14][CH3:15])=[O:12])=[N:7][NH:8]2)=[CH:4][CH:3]=1.C(N(CC)CC)C.[CH3:23][C:24]([O:27][C:28](O[C:28]([O:27][C:24]([CH3:26])([CH3:25])[CH3:23])=[O:29])=[O:29])([CH3:26])[CH3:25]. Product: [Br:1][C:2]1[CH:10]=[C:9]2[C:5]([C:6]([C:11]([O:13][CH2:14][CH3:15])=[O:12])=[N:7][N:8]2[C:28]([O:27][C:24]([CH3:26])([CH3:25])[CH3:23])=[O:29])=[CH:4][CH:3]=1. The catalyst class is: 4.